Dataset: Forward reaction prediction with 1.9M reactions from USPTO patents (1976-2016). Task: Predict the product of the given reaction. (1) Given the reactants [NH2:1][C:2]1[CH:7]=[CH:6][C:5]([CH2:8][CH2:9][OH:10])=[CH:4][C:3]=1[C:11]1[CH2:16][CH2:15][CH2:14][CH2:13][CH:12]=1.[K+].[C:18]([C:20]1[N:21]=[C:22]([C:33]([O-])=[O:34])[N:23](COCC[Si](C)(C)C)[CH:24]=1)#[N:19], predict the reaction product. The product is: [C:11]1([C:3]2[CH:4]=[C:5]([CH2:8][CH2:9][OH:10])[CH:6]=[CH:7][C:2]=2[NH:1][C:33]([C:22]2[NH:21][C:20]([C:18]#[N:19])=[CH:24][N:23]=2)=[O:34])[CH2:16][CH2:15][CH2:14][CH2:13][CH:12]=1. (2) Given the reactants [Cl:1][C:2]1[N:7]=[CH:6][C:5]([C:8]([N:10]2[CH2:15][CH2:14][N:13]([S:16]([C:19]3[CH:24]=[CH:23][C:22]([C:25]([F:28])([F:27])[F:26])=[CH:21][CH:20]=3)(=[O:18])=[O:17])[CH2:12][C@@H:11]2[CH3:29])=[O:9])=[CH:4][CH:3]=1.[NH:30]1[CH2:35][CH2:34][O:33][CH2:32][CH2:31]1, predict the reaction product. The product is: [ClH:1].[CH3:29][C@H:11]1[CH2:12][N:13]([S:16]([C:19]2[CH:24]=[CH:23][C:22]([C:25]([F:28])([F:27])[F:26])=[CH:21][CH:20]=2)(=[O:18])=[O:17])[CH2:14][CH2:15][N:10]1[C:8]([C:5]1[CH:4]=[CH:3][C:2]([N:30]2[CH2:35][CH2:34][O:33][CH2:32][CH2:31]2)=[N:7][CH:6]=1)=[O:9]. (3) Given the reactants [NH2:1][C:2]1[N:7]=[C:6](SC)[C:5]([C:10]#[N:11])=[C:4]([C:12]2[CH:17]=[C:16]([O:18][CH3:19])[C:15]([O:20][CH3:21])=[C:14]([O:22][CH3:23])[CH:13]=2)[N:3]=1.[CH3:24][CH:25]([CH3:27])[O-:26].[Na+], predict the reaction product. The product is: [NH2:1][C:2]1[N:7]=[C:6]([O:26][CH:25]([CH3:27])[CH3:24])[C:5]([C:10]#[N:11])=[C:4]([C:12]2[CH:17]=[C:16]([O:18][CH3:19])[C:15]([O:20][CH3:21])=[C:14]([O:22][CH3:23])[CH:13]=2)[N:3]=1. (4) Given the reactants Cl[C:2]1[C:7]([I:8])=[C:6]([C:9]([F:12])([F:11])[F:10])[N:5]=[C:4](S(C(C)C)(=O)=O)[N:3]=1.[NH:19]1[CH2:23][CH2:22][CH2:21][C:20]1=[O:24].[H-].[Na+].[NH:27]1[CH:31]=[CH:30][N:29]=[CH:28]1, predict the reaction product. The product is: [N:27]1([C:2]2[C:7]([I:8])=[C:6]([C:9]([F:10])([F:11])[F:12])[N:5]=[C:4]([N:19]3[CH2:23][CH2:22][CH2:21][C:20]3=[O:24])[N:3]=2)[CH:31]=[CH:30][N:29]=[CH:28]1. (5) Given the reactants [Br:1][C:2]1[CH:3]=[C:4]2[N:10]=[CH:9][N:8]([CH2:11][C:12]3[CH:22]=[CH:21][C:15]4[N:16]=[C:17]([S:19][CH3:20])[O:18][C:14]=4[CH:13]=3)[C:5]2=[N:6][CH:7]=1.C1C=C(Cl)C=C(C(OO)=[O:31])C=1, predict the reaction product. The product is: [Br:1][C:2]1[CH:3]=[C:4]2[N:10]=[CH:9][N:8]([CH2:11][C:12]3[CH:22]=[CH:21][C:15]4[N:16]=[C:17]([S:19]([CH3:20])=[O:31])[O:18][C:14]=4[CH:13]=3)[C:5]2=[N:6][CH:7]=1. (6) Given the reactants Br[C:2]1[CH:8]=[CH:7][C:5]([NH2:6])=[CH:4][CH:3]=1.[C:9]1(B(O)O)[C:18]2[C:13](=[CH:14][CH:15]=[CH:16][CH:17]=2)[CH:12]=[CH:11][CH:10]=1.C(O)C, predict the reaction product. The product is: [NH2:6][C:5]1[CH:7]=[CH:8][C:2]([C:17]2[C:18]3[C:13](=[CH:12][CH:11]=[CH:10][CH:9]=3)[CH:14]=[CH:15][CH:16]=2)=[CH:3][CH:4]=1.